This data is from Forward reaction prediction with 1.9M reactions from USPTO patents (1976-2016). The task is: Predict the product of the given reaction. (1) Given the reactants [C:1]([CH:3]([NH:17][C:18]([N:20]1[CH2:25][CH2:24][CH:23]([N:26]2[CH2:35][C:34]3[C:29](=[CH:30][CH:31]=[CH:32][CH:33]=3)[NH:28][C:27]2=[O:36])[CH2:22][CH2:21]1)=[O:19])[CH2:4][C:5]1[CH:6]=[C:7]2[C:11](=[C:12]([CH2:14][CH3:15])[CH:13]=1)[NH:10][N:9]=[C:8]2[CH3:16])#[N:2].[N:37]([Sn](C)(C)C)=[N+:38]=[N-:39], predict the reaction product. The product is: [CH2:14]([C:12]1[CH:13]=[C:5]([CH2:4][CH:3]([NH:17][C:18]([N:20]2[CH2:21][CH2:22][CH:23]([N:26]3[CH2:35][C:34]4[C:29](=[CH:30][CH:31]=[CH:32][CH:33]=4)[NH:28][C:27]3=[O:36])[CH2:24][CH2:25]2)=[O:19])[C:1]2[NH:39][N:38]=[N:37][N:2]=2)[CH:6]=[C:7]2[C:11]=1[NH:10][N:9]=[C:8]2[CH3:16])[CH3:15]. (2) Given the reactants C[O:2][C:3](=O)[C:4]1[CH:9]=[CH:8][C:7]([N:10]2[CH:14]=[C:13]([C:15]3[C:16]([C:24]4[CH:29]=[CH:28][CH:27]=[CH:26][CH:25]=4)=[N:17][O:18][C:19]=3[C:20]([F:23])([F:22])[F:21])[N:12]=[CH:11]2)=[N:6][CH:5]=1.COC(=O)C1C=CC(N2C=C(C3[C:46]([C:54]4[CH:59]=[CH:58]C=CC=4)=[N:47]OC=3C(F)(F)F)N=C2)=CC=1, predict the reaction product. The product is: [CH:54]1([CH2:46][NH:47][C:3](=[O:2])[C:4]2[CH:9]=[CH:8][C:7]([N:10]3[CH:14]=[C:13]([C:15]4[C:16]([C:24]5[CH:25]=[CH:26][CH:27]=[CH:28][CH:29]=5)=[N:17][O:18][C:19]=4[C:20]([F:23])([F:22])[F:21])[N:12]=[CH:11]3)=[N:6][CH:5]=2)[CH2:59][CH2:58]1.